This data is from Full USPTO retrosynthesis dataset with 1.9M reactions from patents (1976-2016). The task is: Predict the reactants needed to synthesize the given product. (1) Given the product [I:1][C:2]1[CH:9]=[CH:8][CH:7]=[CH:6][C:3]=1/[CH:4]=[N:21]/[S:18]([C:15]1[CH:14]=[CH:13][C:12]([C:11]([F:10])([F:23])[F:22])=[CH:17][CH:16]=1)(=[O:19])=[O:20], predict the reactants needed to synthesize it. The reactants are: [I:1][C:2]1[CH:9]=[CH:8][CH:7]=[CH:6][C:3]=1[CH:4]=O.[F:10][C:11]([F:23])([F:22])[C:12]1[CH:17]=[CH:16][C:15]([S:18]([NH2:21])(=[O:20])=[O:19])=[CH:14][CH:13]=1.C(N(CC)CC)C. (2) Given the product [OH:12][CH:11]([C:13]1[CH:18]=[CH:17][CH:16]=[CH:15][N:14]=1)[C:7]1([C:2]2([OH:1])[CH2:6][CH2:5][O:4][CH2:3]2)[CH2:10][CH2:9][CH2:8]1, predict the reactants needed to synthesize it. The reactants are: [OH:1][C:2]1([C:7]2([C:11]([C:13]3[CH:18]=[CH:17][CH:16]=[CH:15][N:14]=3)=[O:12])[CH2:10][CH2:9][CH2:8]2)[CH2:6][CH2:5][O:4][CH2:3]1.[BH4-].[Na+]. (3) Given the product [N:29]1[CH:30]=[CH:31][CH:32]=[CH:33][C:28]=1[N:27]1[C:23]([C:20]2[CH:19]=[CH:18][C:17]([O:6][S:3]([C:2]([F:15])([F:14])[F:1])(=[O:5])=[O:4])=[CH:22][N:21]=2)=[CH:24][C:25]([C:34]([O:36][CH2:37][CH3:38])=[O:35])=[N:26]1, predict the reactants needed to synthesize it. The reactants are: [F:1][C:2]([F:15])([F:14])[S:3]([O:6]S(C(F)(F)F)(=O)=O)(=[O:5])=[O:4].O[C:17]1[CH:18]=[CH:19][C:20]([C:23]2[N:27]([C:28]3[CH:33]=[CH:32][CH:31]=[CH:30][N:29]=3)[N:26]=[C:25]([C:34]([O:36][CH2:37][CH3:38])=[O:35])[CH:24]=2)=[N:21][CH:22]=1.O. (4) The reactants are: C[N:2]([CH3:24])/[CH:3]=[CH:4]/[C:5](=[C:19]([C:22]#[N:23])C#N)[C:6]1[CH:15]=[CH:14][C:13]2[C:8](=[CH:9][CH:10]=[C:11]([N:16]([CH3:18])[CH3:17])[CH:12]=2)[CH:7]=1.[ClH:25]. Given the product [Cl:25][C:24]1[N:2]=[CH:3][CH:4]=[C:5]([C:6]2[CH:15]=[CH:14][C:13]3[C:8](=[CH:9][CH:10]=[C:11]([N:16]([CH3:17])[CH3:18])[CH:12]=3)[CH:7]=2)[C:19]=1[C:22]#[N:23], predict the reactants needed to synthesize it. (5) The reactants are: B1(C)OC(C2C=CC=CC=2)(C2C=CC=CC=2)[C@@H]2N1CCC2.B.CSC.[F:26][C:27]1[CH:28]=[C:29]([C:58](=[O:60])[CH3:59])[CH:30]=[CH:31][C:32]=1[N:33]1[CH2:38][CH2:37][N:36]([C:39]([C:41]2[CH:46]=[C:45]([S:47]([CH3:50])(=[O:49])=[O:48])[CH:44]=[CH:43][C:42]=2[C:51]2[CH:56]=[CH:55][C:54]([F:57])=[CH:53][CH:52]=2)=[O:40])[CH2:35][CH2:34]1.CO. Given the product [F:26][C:27]1[CH:28]=[C:29]([CH:58]([OH:60])[CH3:59])[CH:30]=[CH:31][C:32]=1[N:33]1[CH2:38][CH2:37][N:36]([C:39]([C:41]2[CH:46]=[C:45]([S:47]([CH3:50])(=[O:49])=[O:48])[CH:44]=[CH:43][C:42]=2[C:51]2[CH:56]=[CH:55][C:54]([F:57])=[CH:53][CH:52]=2)=[O:40])[CH2:35][CH2:34]1, predict the reactants needed to synthesize it. (6) The reactants are: [Cl:1]C1C=C(C2C3C(=CC=CC=3)C(=NC)CC2)C=CC=1Cl.[H][H].Cl.[CH3:24][NH:25][C@@H:26]1[C:31]2[CH:32]=[CH:33][CH:34]=[CH:35][C:30]=2[C@H:29]([C:36]2[CH:37]=[CH:38][C:39]([Cl:43])=[C:40]([Cl:42])[CH:41]=2)[CH2:28][CH2:27]1.Cl.[CH3:45][OH:46]. Given the product [ClH:1].[Cl:42][C:40]1[CH:41]=[C:36]([C@H:29]2[C:30]3[C:31](=[CH:32][CH:33]=[CH:34][CH:35]=3)[C@@H:26]([NH:25][CH3:24])[CH2:27][CH2:28]2)[CH:37]=[CH:38][C:39]=1[Cl:43].[CH3:45][OH:46], predict the reactants needed to synthesize it. (7) Given the product [C:43]([CH2:42][N:28]1[C:27](=[O:26])[CH:32]=[CH:31][C:30]([C:2]2[N:7]=[C:6]([NH:8][C:9]([C:11]3([C:14]4[CH:24]=[CH:23][C:17]5[O:18][C:19]([F:21])([F:22])[O:20][C:16]=5[CH:15]=4)[CH2:13][CH2:12]3)=[O:10])[CH:5]=[CH:4][C:3]=2[CH3:25])=[CH:29]1)#[N:44], predict the reactants needed to synthesize it. The reactants are: Cl[C:2]1[N:7]=[C:6]([NH:8][C:9]([C:11]2([C:14]3[CH:24]=[CH:23][C:17]4[O:18][C:19]([F:22])([F:21])[O:20][C:16]=4[CH:15]=3)[CH2:13][CH2:12]2)=[O:10])[CH:5]=[CH:4][C:3]=1[CH3:25].[O:26]=[C:27]1[CH:32]=[CH:31][C:30](B2OC(C)(C)C(C)(C)O2)=[CH:29][N:28]1[CH2:42][C:43]#[N:44].C(=O)([O-])[O-].[K+].[K+]. (8) Given the product [C:1]1([C:7]2[N:8]=[CH:9][C:10]([O:19][CH2:25][CH2:26][O:27][C:28]3[CH:35]=[CH:34][C:31]([CH:32]=[O:33])=[CH:30][CH:29]=3)=[N:11][C:12]=2[C:13]2[CH:14]=[CH:15][CH:16]=[CH:17][CH:18]=2)[CH:2]=[CH:3][CH:4]=[CH:5][CH:6]=1, predict the reactants needed to synthesize it. The reactants are: [C:1]1([C:7]2[N:8]=[CH:9][C:10]([OH:19])=[N:11][C:12]=2[C:13]2[CH:18]=[CH:17][CH:16]=[CH:15][CH:14]=2)[CH:6]=[CH:5][CH:4]=[CH:3][CH:2]=1.CS(O[CH2:25][CH2:26][O:27][C:28]1[CH:35]=[CH:34][C:31]([CH:32]=[O:33])=[CH:30][CH:29]=1)(=O)=O.C(=O)([O-])[O-].[K+].[K+]. (9) Given the product [CH3:13][O:12][C:9]1[CH:10]=[C:11]2[C:6](=[CH:7][C:8]=1[O:14][CH3:15])[N:5]=[CH:4][CH:3]=[C:2]2[O:32][C:29]1[CH:28]=[CH:27][C:26]([N:22]2[C:23](=[O:25])[CH2:24][CH:20]([C:18]([O:17][CH3:16])=[O:19])[CH2:21]2)=[CH:31][CH:30]=1, predict the reactants needed to synthesize it. The reactants are: Cl[C:2]1[C:11]2[C:6](=[CH:7][C:8]([O:14][CH3:15])=[C:9]([O:12][CH3:13])[CH:10]=2)[N:5]=[CH:4][CH:3]=1.[CH3:16][O:17][C:18]([CH:20]1[CH2:24][C:23](=[O:25])[N:22]([C:26]2[CH:31]=[CH:30][C:29]([OH:32])=[CH:28][CH:27]=2)[CH2:21]1)=[O:19]. (10) Given the product [Cl:4][C:6]1[N:17]=[N:16][N:15]([C:18]2[CH:23]=[CH:22][C:21]([Cl:24])=[CH:20][CH:19]=2)[C:5]=1[C:7]1[CH:12]=[CH:11][C:10]([F:13])=[CH:9][C:8]=1[F:14], predict the reactants needed to synthesize it. The reactants are: C([Mg][Cl:4])C.[C:5]([C:7]1[CH:12]=[CH:11][C:10]([F:13])=[CH:9][C:8]=1[F:14])#[CH:6].[N:15]([C:18]1[CH:23]=[CH:22][C:21]([Cl:24])=[CH:20][CH:19]=1)=[N+:16]=[N-:17].ClC(Cl)(Cl)C(Cl)(Cl)Cl.Cl.